This data is from Reaction yield outcomes from USPTO patents with 853,638 reactions. The task is: Predict the reaction yield, written as a fraction of the theoretical maximum amount of product (1.0 means a 100% yield; for example, 0.34 means a 34% yield). The reactants are [NH:1]1[CH2:6][CH2:5][O:4][CH2:3][CH2:2]1.Br[CH2:8][CH2:9][CH2:10][CH2:11][N:12]1[C:20]2[C:19](=[O:21])[NH:18][C:17]([NH:22][CH2:23][C:24]3[CH:29]=[CH:28][C:27]([Cl:30])=[C:26]([Cl:31])[CH:25]=3)=[N:16][C:15]=2[N:14]=[CH:13]1. The catalyst is CC#N. The product is [N:1]1([CH2:8][CH2:9][CH2:10][CH2:11][N:12]2[C:20]3[C:19](=[O:21])[NH:18][C:17]([NH:22][CH2:23][C:24]4[CH:29]=[CH:28][C:27]([Cl:30])=[C:26]([Cl:31])[CH:25]=4)=[N:16][C:15]=3[N:14]=[CH:13]2)[CH2:6][CH2:5][O:4][CH2:3][CH2:2]1. The yield is 0.990.